This data is from Forward reaction prediction with 1.9M reactions from USPTO patents (1976-2016). The task is: Predict the product of the given reaction. (1) Given the reactants F[C:2](F)(F)[C:3]([OH:5])=O.[NH2:8][C:9]1[C:14]([C:15]([C:17]2[CH:22]=[CH:21][CH:20]=[CH:19][C:18]=2[O:23][CH3:24])=[O:16])=[CH:13][N:12]=[C:11]([NH:25][CH:26]2[CH2:31][CH2:30][NH:29][CH2:28][CH2:27]2)[N:10]=1.[C:32](O)(=O)[CH:33](C)[CH3:34], predict the reaction product. The product is: [NH2:8][C:9]1[C:14]([C:15](=[O:16])[C:17]2[CH:22]=[CH:21][CH:20]=[CH:19][C:18]=2[O:23][CH3:24])=[CH:13][N:12]=[C:11]([NH:25][CH:26]2[CH2:31][CH2:30][N:29]([C:3](=[O:5])[CH2:2][CH:33]([CH3:34])[CH3:32])[CH2:28][CH2:27]2)[N:10]=1. (2) Given the reactants C1C=CC2N(O)N=NC=2C=1.O.C(N(CC)C(C)C)(C)C.[CH3:21][C@H:22]([NH:26][C:27]([O:29][C:30]([CH3:33])([CH3:32])[CH3:31])=[O:28])[C:23]([OH:25])=O.Cl.CN(C)CCCN=C=NCC.[NH2:46][CH:47]1[N:53]=[C:52]([C:54]2[CH:59]=[CH:58][CH:57]=[CH:56][CH:55]=2)[C:51]2[CH:60]=[CH:61][CH:62]=[CH:63][C:50]=2[N:49]([CH2:64][CH2:65][CH2:66][C:67]([F:70])([F:69])[F:68])[C:48]1=[O:71], predict the reaction product. The product is: [C:30]([O:29][C:27]([NH:26][C@H:22]([C:23]([NH:46][CH:47]1[N:53]=[C:52]([C:54]2[CH:55]=[CH:56][CH:57]=[CH:58][CH:59]=2)[C:51]2[CH:60]=[CH:61][CH:62]=[CH:63][C:50]=2[N:49]([CH2:64][CH2:65][CH2:66][C:67]([F:69])([F:68])[F:70])[C:48]1=[O:71])=[O:25])[CH3:21])=[O:28])([CH3:33])([CH3:32])[CH3:31]. (3) Given the reactants [NH2:1][C:2]1[N:10]=[CH:9][N:8]=[C:7]2[C:3]=1[N:4]=[C:5]([S:26][C:27]1[C:35]([Br:36])=[CH:34][C:30]3[O:31][CH2:32][O:33][C:29]=3[CH:28]=1)[N:6]2[CH2:11][CH2:12][CH:13]1[CH2:18][CH2:17][N:16](C(OC(C)(C)C)=O)[CH2:15][CH2:14]1.[F:37][C:38]([F:43])([F:42])[C:39]([OH:41])=[O:40], predict the reaction product. The product is: [Br:36][C:35]1[C:27]([S:26][C:5]2[N:6]([CH2:11][CH2:12][CH:13]3[CH2:14][CH2:15][NH:16][CH2:17][CH2:18]3)[C:7]3[C:3]([N:4]=2)=[C:2]([NH2:1])[N:10]=[CH:9][N:8]=3)=[CH:28][C:29]2[O:33][CH2:32][O:31][C:30]=2[CH:34]=1.[F:37][C:38]([F:43])([F:42])[C:39]([O-:41])=[O:40]. (4) Given the reactants [SH:1][C:2]1[CH:3]=[C:4]([OH:8])[CH:5]=[CH:6][CH:7]=1.CI.[Cl:11][C:12]1[CH:13]=[C:14]([N+:19]([O-:21])=[O:20])[CH:15]=[CH:16][C:17]=1F.[C:22](=O)([O-])[O-].[K+].[K+], predict the reaction product. The product is: [Cl:11][C:12]1[CH:13]=[C:14]([N+:19]([O-:21])=[O:20])[CH:15]=[CH:16][C:17]=1[O:8][C:4]1[CH:5]=[CH:6][CH:7]=[C:2]([S:1][CH3:22])[CH:3]=1. (5) Given the reactants Cl.[Cl:2][C:3]1[CH:8]=[CH:7][C:6]([NH:9]N)=[CH:5][CH:4]=1.BrCC([O:15][CH2:16][CH3:17])=O.Cl[C:19]1[CH:24]=[CH:23][C:22]([N:25]([CH2:27]C(OCC)=O)N)=C[CH:20]=1.C(OC(OCC)CC[CH2:39][NH:40][CH3:41])C.ClC1C=C2C(=CC=1)N(CC(OCC)=O)C=C2CCNC.C=O.C(O)(C(F)(F)F)=O.ClC1C=C2C(=CC=1)N(CC(O)=O)C1CN(C)CCC2=1.CNC.CCN=C=NCCCN(C)C, predict the reaction product. The product is: [Cl:2][C:3]1[CH:8]=[C:7]2[C:6](=[CH:5][CH:4]=1)[N:9]([CH2:17][C:16]([N:40]([CH3:41])[CH3:39])=[O:15])[C:23]1[CH2:22][N:25]([CH3:27])[CH2:20][CH2:19][C:24]2=1. (6) Given the reactants [C:1]([O:5][C:6]([N:8]1[CH2:13][CH2:12][CH:11]([CH2:14]O)[CH2:10][CH2:9]1)=[O:7])([CH3:4])([CH3:3])[CH3:2].[CH2:16]([N:18](CC)CC)C.CS(Cl)(=O)=O.[C-]#N.[K+], predict the reaction product. The product is: [C:1]([O:5][C:6]([N:8]1[CH2:13][CH2:12][CH:11]([CH2:14][C:16]#[N:18])[CH2:10][CH2:9]1)=[O:7])([CH3:4])([CH3:3])[CH3:2]. (7) Given the reactants [Br:1][C:2]1[CH:3]=[C:4]([OH:8])[CH:5]=[CH:6][CH:7]=1.C([O-])([O-])=O.[K+].[K+].Cl[CH2:16][C@@H:17]1[CH2:19][O:18]1, predict the reaction product. The product is: [Br:1][C:2]1[CH:3]=[C:4]([CH:5]=[CH:6][CH:7]=1)[O:8][CH2:16][C@@H:17]1[CH2:19][O:18]1. (8) Given the reactants Cl.[CH3:2][C:3]([N:6]1[C:10]([CH:11]2[CH2:16][CH2:15][N:14](C(OC(C)(C)C)=O)[CH2:13][CH2:12]2)=[CH:9][C:8]([CH3:24])=[N:7]1)([CH3:5])[CH3:4], predict the reaction product. The product is: [CH3:5][C:3]([N:6]1[C:10]([CH:11]2[CH2:12][CH2:13][NH:14][CH2:15][CH2:16]2)=[CH:9][C:8]([CH3:24])=[N:7]1)([CH3:2])[CH3:4]. (9) Given the reactants [Cl:1][C:2]1[C:3](=[O:14])[C:4]2[C:9]([C:10](=[O:13])[C:11]=1Cl)=[CH:8][CH:7]=[CH:6][CH:5]=2.[NH3:15].[OH-].[NH4+], predict the reaction product. The product is: [NH2:15][C:11]1[C:10](=[O:13])[C:9]2[C:4]([C:3](=[O:14])[C:2]=1[Cl:1])=[CH:5][CH:6]=[CH:7][CH:8]=2.